Task: Predict the reaction yield, written as a fraction of the theoretical maximum amount of product (1.0 means a 100% yield; for example, 0.34 means a 34% yield).. Dataset: Reaction yield outcomes from USPTO patents with 853,638 reactions (1) The reactants are C1(C(=[N:14][C:15]([CH2:23][CH3:24])([CH2:21][CH3:22])[C:16]([O:18][CH2:19][CH3:20])=[O:17])C2C=CC=CC=2)C=CC=CC=1.Cl. The catalyst is C(OCC)C.C([O-])(O)=O.[Na+]. The product is [NH2:14][C:15]([CH2:21][CH3:22])([CH2:23][CH3:24])[C:16]([O:18][CH2:19][CH3:20])=[O:17]. The yield is 0.920. (2) The reactants are C(OC([N:8]([CH2:39][C:40]1[CH:45]=[CH:44][C:43]([O:46][CH3:47])=[C:42]([O:48][CH3:49])[CH:41]=1)[CH2:9][C:10]([O:12][C@H:13]([C:24]1[CH:29]=[CH:28][C:27]([O:30][CH:31]([F:33])[F:32])=[C:26]([O:34][CH2:35][CH:36]2[CH2:38][CH2:37]2)[CH:25]=1)[CH2:14][C:15]1[C:20]([Cl:21])=[CH:19][N+:18]([O-:22])=[CH:17][C:16]=1[Cl:23])=[O:11])=O)(C)(C)C.O1CCOCC1. The catalyst is C(Cl)Cl.Cl. The product is [ClH:21].[Cl:21][C:20]1[CH:19]=[N+:18]([O-:22])[CH:17]=[C:16]([Cl:23])[C:15]=1[CH2:14][C@@H:13]([C:24]1[CH:29]=[CH:28][C:27]([O:30][CH:31]([F:33])[F:32])=[C:26]([O:34][CH2:35][CH:36]2[CH2:37][CH2:38]2)[CH:25]=1)[O:12][C:10](=[O:11])[CH2:9][NH:8][CH2:39][C:40]1[CH:45]=[CH:44][C:43]([O:46][CH3:47])=[C:42]([O:48][CH3:49])[CH:41]=1. The yield is 0.790. (3) The reactants are [CH3:1][N:2]1[CH2:11][CH:10](C2C=CC=CC=2)[C:9]2[C:4](=CC(=O)NC=2)[CH2:3]1.[CH3:19][O:20][C:21]1[CH:30]=[C:29]2[C:24]([CH:25]([C:32]3[CH:37]=[CH:36][CH:35]=[CH:34][CH:33]=3)[CH2:26][N:27]([CH3:31])[CH2:28]2)=[CH:23][N:22]=1.[CH3:38][Si](Cl)(C)C.[Na+].[I-]. The catalyst is CC#N. The product is [CH3:31][N:27]1[CH2:26][CH:25]([C:32]2[CH:37]=[CH:36][CH:35]=[CH:34][CH:33]=2)[C:24]2[C:29](=[CH:30][C:21]([O:20][CH2:19][CH2:38][CH2:1][N:2]3[CH2:11][CH2:10][CH2:9][CH2:4][CH2:3]3)=[N:22][CH:23]=2)[CH2:28]1. The yield is 0.420. (4) The reactants are [C:1]([C:5]1[S:13][C:12]2[C:11](Cl)=[N:10][C:9]([C:15]([F:24])([F:23])[C:16]3[CH:21]=[CH:20][C:19]([F:22])=[CH:18][CH:17]=3)=[N:8][C:7]=2[CH:6]=1)([CH3:4])([CH3:3])[CH3:2].[CH3:25][C:26]1[NH:30][N:29]=[C:28]([NH2:31])[CH:27]=1.CCN(C(C)C)C(C)C. No catalyst specified. The product is [C:1]([C:5]1[S:13][C:12]2[C:11]([NH:31][C:28]3[CH:27]=[C:26]([CH3:25])[NH:30][N:29]=3)=[N:10][C:9]([C:15]([F:24])([F:23])[C:16]3[CH:21]=[CH:20][C:19]([F:22])=[CH:18][CH:17]=3)=[N:8][C:7]=2[CH:6]=1)([CH3:4])([CH3:3])[CH3:2]. The yield is 0.210. (5) The reactants are [N+:1]([C:4]1[CH:13]=[C:12]2[C:7]([C:8]3([CH2:19][CH2:18][CH2:17][CH2:16]3)[C:9](=[O:15])[NH:10][C:11]2=[O:14])=[CH:6][CH:5]=1)([O-:3])=[O:2].C(=O)([O-])[O-].[K+].[K+].Br[CH2:27][CH:28]1[CH2:30][CH2:29]1.O. The catalyst is C(#N)C. The product is [CH:28]1([CH2:27][N:10]2[C:9](=[O:15])[C:8]3([CH2:19][CH2:18][CH2:17][CH2:16]3)[C:7]3[C:12](=[CH:13][C:4]([N+:1]([O-:3])=[O:2])=[CH:5][CH:6]=3)[C:11]2=[O:14])[CH2:30][CH2:29]1. The yield is 1.00. (6) The reactants are [Cl:1][C:2]1[CH:7]=[CH:6][C:5]([OH:8])=[CH:4][C:3]=1[OH:9].[Cl:10][CH2:11][CH2:12][C:13](O)=[O:14].C(OCC)(=O)C. The catalyst is FC(F)(F)S(O)(=O)=O. The product is [Cl:10][CH2:11][CH2:12][C:13]([C:6]1[CH:7]=[C:2]([Cl:1])[C:3]([OH:9])=[CH:4][C:5]=1[OH:8])=[O:14]. The yield is 0.860.